From a dataset of Full USPTO retrosynthesis dataset with 1.9M reactions from patents (1976-2016). Predict the reactants needed to synthesize the given product. Given the product [CH3:48][O:47][C:41]1[CH:40]=[C:39]([CH2:38][CH2:37][N:29]([CH2:28][CH2:27][CH2:26][N:25]2[C:1](=[O:2])[CH2:4][C:5]3[CH:6]=[CH:7][C:8]4[N:12]=[C:11]([C:13]5[CH:18]=[CH:17][CH:16]=[CH:15][C:14]=5[O:19][CH3:20])[NH:10][C:9]=4[C:21]=3[C:22]2=[O:23])[C:30](=[O:36])[O:31][C:32]([CH3:33])([CH3:35])[CH3:34])[CH:44]=[CH:43][C:42]=1[O:45][CH3:46], predict the reactants needed to synthesize it. The reactants are: [C:1]([CH2:4][C:5]1[CH:6]=[CH:7][C:8]2[N:12]=[C:11]([C:13]3[CH:18]=[CH:17][CH:16]=[CH:15][C:14]=3[O:19][CH3:20])[NH:10][C:9]=2[C:21]=1[C:22](O)=[O:23])(O)=[O:2].[NH2:25][CH2:26][CH2:27][CH2:28][N:29]([CH2:37][CH2:38][C:39]1[CH:44]=[CH:43][C:42]([O:45][CH3:46])=[C:41]([O:47][CH3:48])[CH:40]=1)[C:30](=[O:36])[O:31][C:32]([CH3:35])([CH3:34])[CH3:33].O(C(OC(C)(C)C)=O)C(OC(C)(C)C)=O.CCN(CC)CC.